Dataset: Catalyst prediction with 721,799 reactions and 888 catalyst types from USPTO. Task: Predict which catalyst facilitates the given reaction. (1) Reactant: [Cl:1][C:2]1[CH:7]=[CH:6][C:5]([C:8]2[S:31][C:11]3[C:12](=[O:30])[N:13]([C:16]4[CH:21]=[CH:20][C:19]([N:22]5[CH2:26][CH2:25][C@@H:24]([OH:27])[CH2:23]5)=[C:18]([O:28][CH3:29])[CH:17]=4)[CH:14]=[CH:15][C:10]=3[CH:9]=2)=[CH:4][CH:3]=1.[CH3:32][S:33](Cl)(=[O:35])=[O:34].CCN(CC)CC. Product: [Cl:1][C:2]1[CH:7]=[CH:6][C:5]([C:8]2[S:31][C:11]3[C:12](=[O:30])[N:13]([C:16]4[CH:21]=[CH:20][C:19]([N:22]5[CH2:26][CH2:25][C@@H:24]([O:27][S:33]([CH3:32])(=[O:35])=[O:34])[CH2:23]5)=[C:18]([O:28][CH3:29])[CH:17]=4)[CH:14]=[CH:15][C:10]=3[CH:9]=2)=[CH:4][CH:3]=1. The catalyst class is: 2. (2) Reactant: [CH2:1]([O:8][C@H:9]1[CH2:14][CH2:13][CH2:12][CH2:11][C@@H:10]1[N:15]1[C:19]([C:20]2[CH:25]=[CH:24][CH:23]=[CH:22][CH:21]=2)=[C:18]([C:26](O)=[O:27])[N:17]=[CH:16]1)[C:2]1[CH:7]=[CH:6][CH:5]=[CH:4][CH:3]=1.[CH2:29]([C@H:36]1[NH:41][CH2:40][CH2:39][N:38]([C:42]([O:44][C:45]([CH3:48])([CH3:47])[CH3:46])=[O:43])[CH2:37]1)[C:30]1[CH:35]=[CH:34][CH:33]=[CH:32][CH:31]=1.CCN=C=NCCCN(C)C.Cl.C1C=CC2N(O)N=NC=2C=1.C(=O)([O-])O.[Na+]. Product: [CH2:29]([C@H:36]1[N:41]([C:26]([C:18]2[N:17]=[CH:16][N:15]([C@H:10]3[CH2:11][CH2:12][CH2:13][CH2:14][C@@H:9]3[O:8][CH2:1][C:2]3[CH:7]=[CH:6][CH:5]=[CH:4][CH:3]=3)[C:19]=2[C:20]2[CH:21]=[CH:22][CH:23]=[CH:24][CH:25]=2)=[O:27])[CH2:40][CH2:39][N:38]([C:42]([O:44][C:45]([CH3:48])([CH3:47])[CH3:46])=[O:43])[CH2:37]1)[C:30]1[CH:31]=[CH:32][CH:33]=[CH:34][CH:35]=1. The catalyst class is: 3. (3) Reactant: [CH3:1][C:2]1[CH:3]=[C:4]([CH2:11][C:12]([NH2:14])=[S:13])[CH:5]=[CH:6][C:7]=1[N+:8]([O-:10])=[O:9].Br[CH2:16][C:17](=[O:25])[C:18]([F:24])([F:23])[C:19]([F:22])([F:21])[F:20].C(=O)([O-])[O-].[K+].[K+]. Product: [F:23][C:18]([F:24])([C:19]([F:22])([F:21])[F:20])[C:17](=[O:25])[CH2:16][S:13][C:12](=[NH:14])[CH2:11][C:4]1[CH:5]=[CH:6][C:7]([N+:8]([O-:10])=[O:9])=[C:2]([CH3:1])[CH:3]=1. The catalyst class is: 39. (4) Reactant: C(=O)([O-])[O-].[K+].[K+].[N+:7]([CH3:10])([O-:9])=[O:8].[CH3:11][C:12]1[N:13]=[C:14]([CH:17]=[O:18])[S:15][CH:16]=1. Product: [CH3:11][C:12]1[N:13]=[C:14]([CH:17]([OH:18])[CH2:10][N+:7]([O-:9])=[O:8])[S:15][CH:16]=1. The catalyst class is: 14. (5) Reactant: [F:1][S:2]([F:13])([F:12])([F:11])([F:10])[C:3]1[CH:4]=[C:5]([NH2:9])[CH:6]=[CH:7][CH:8]=1.[C:14]1(=O)[O:19][C:17](=[O:18])[C:16]2=[CH:20][CH:21]=[CH:22][CH:23]=[C:15]12.O. Product: [F:1][S:2]([F:10])([F:11])([F:12])([F:13])[C:3]1[CH:4]=[C:5]([N:9]2[C:17](=[O:18])[C:16]3[C:15](=[CH:23][CH:22]=[CH:21][CH:20]=3)[C:14]2=[O:19])[CH:6]=[CH:7][CH:8]=1. The catalyst class is: 15. (6) Reactant: O.[C:2]1([CH3:12])[CH:7]=[CH:6][C:5]([S:8]([OH:11])(=[O:10])=[O:9])=[CH:4][CH:3]=1.CC1C(C)=C(C)C(C)=C(C)C=1.C(N)CN. Product: [C:2]1([CH3:12])[CH:3]=[CH:4][C:5]([S:8]([OH:11])(=[O:9])=[O:10])=[CH:6][CH:7]=1. The catalyst class is: 4.